Dataset: Peptide-MHC class I binding affinity with 185,985 pairs from IEDB/IMGT. Task: Regression. Given a peptide amino acid sequence and an MHC pseudo amino acid sequence, predict their binding affinity value. This is MHC class I binding data. (1) The peptide sequence is KHKTDYAGY. The MHC is Mamu-B17 with pseudo-sequence Mamu-B17. The binding affinity (normalized) is 0.191. (2) The binding affinity (normalized) is 0.397. The peptide sequence is FKPQNGQFI. The MHC is H-2-Db with pseudo-sequence H-2-Db. (3) The peptide sequence is ILSNKLLYAA. The MHC is HLA-A02:03 with pseudo-sequence HLA-A02:03. The binding affinity (normalized) is 0.352. (4) The peptide sequence is FRKAQIQGL. The MHC is HLA-B39:01 with pseudo-sequence HLA-B39:01. The binding affinity (normalized) is 0.253. (5) The peptide sequence is TNGRFVSL. The binding affinity (normalized) is 0.581. The MHC is H-2-Kb with pseudo-sequence H-2-Kb. (6) The peptide sequence is VFTSAVLLL. The MHC is HLA-A01:01 with pseudo-sequence HLA-A01:01. The binding affinity (normalized) is 0.389. (7) The peptide sequence is SVANRSKQK. The MHC is HLA-A02:01 with pseudo-sequence HLA-A02:01. The binding affinity (normalized) is 0.